Dataset: Catalyst prediction with 721,799 reactions and 888 catalyst types from USPTO. Task: Predict which catalyst facilitates the given reaction. (1) Reactant: [H-].[Na+].[C:3]([O:10][CH3:11])(=[O:9])[CH2:4][C:5]([O:7][CH3:8])=[O:6].Br[CH2:13][C:14]1[CH:19]=[CH:18][C:17]([Cl:20])=[C:16]([O:21][C:22]([F:25])([F:24])[F:23])[CH:15]=1.Cl. Product: [CH3:8][O:7][C:5](=[O:6])[CH:4]([CH2:13][C:14]1[CH:19]=[CH:18][C:17]([Cl:20])=[C:16]([O:21][C:22]([F:25])([F:23])[F:24])[CH:15]=1)[C:3]([O:10][CH3:11])=[O:9]. The catalyst class is: 165. (2) Reactant: COC1C=C(OC)C=CC=1C[N:6]([C:31]1[S:35][N:34]=[CH:33][N:32]=1)[S:7]([C:10]1[CH:15]=[C:14]([F:16])[C:13]([O:17][C@@H:18]2[CH2:23][CH2:22][CH2:21][CH2:20][C@@H:19]2[C:24]2[CH:29]=[CH:28][CH:27]=[CH:26][CH:25]=2)=[CH:12][C:11]=1[F:30])(=[O:9])=[O:8].C([SiH](CC)CC)C.FC(F)(F)C(O)=O. Product: [F:30][C:11]1[CH:12]=[C:13]([O:17][C@@H:18]2[CH2:23][CH2:22][CH2:21][CH2:20][C@@H:19]2[C:24]2[CH:25]=[CH:26][CH:27]=[CH:28][CH:29]=2)[C:14]([F:16])=[CH:15][C:10]=1[S:7]([NH:6][C:31]1[S:35][N:34]=[CH:33][N:32]=1)(=[O:9])=[O:8]. The catalyst class is: 4. (3) Reactant: [C:1]([O:5][C:6]([NH:8][C@H:9]([C:13]1[CH:18]=[C:17](B(O)O)[CH:16]=[CH:15][N:14]=1)[CH2:10][CH:11]=[CH2:12])=[O:7])([CH3:4])([CH3:3])[CH3:2].FC(F)(F)C([O-])=O.Br[C:30]1[CH:35]=[CH:34][N:33]=[CH:32][C:31]=1[NH2:36].C([O-])([O-])=O.[Na+].[Na+]. Product: [C:1]([O:5][C:6](=[O:7])[NH:8][C@H:9]([C:13]1[CH:18]=[C:17]([C:30]2[CH:35]=[CH:34][N:33]=[CH:32][C:31]=2[NH2:36])[CH:16]=[CH:15][N:14]=1)[CH2:10][CH:11]=[CH2:12])([CH3:4])([CH3:3])[CH3:2]. The catalyst class is: 77. (4) Reactant: [CH2:1]([O:3][C@H:4]([CH3:51])[CH2:5][O:6][CH2:7][C:8]1[CH:13]=[CH:12][C:11]([C@@H:14]2[C@@H:19]([O:20][CH2:21][C:22]3[CH:23]=[CH:24][C:25]4[O:30][CH2:29][CH2:28][N:27]([CH2:31][CH2:32][CH2:33][O:34][CH3:35])[C:26]=4[CH:36]=3)[CH2:18][N:17]([S:37]([C:40]3[CH:45]=[CH:44][C:43]([CH3:46])=[CH:42][CH:41]=3)(=[O:39])=[O:38])[C@@H:16]([CH2:47][C:48](O)=[O:49])[CH2:15]2)=[CH:10][CH:9]=1)[CH3:2].O1CCCC1.B. Product: [CH2:1]([O:3][C@H:4]([CH3:51])[CH2:5][O:6][CH2:7][C:8]1[CH:13]=[CH:12][C:11]([C@@H:14]2[C@@H:19]([O:20][CH2:21][C:22]3[CH:23]=[CH:24][C:25]4[O:30][CH2:29][CH2:28][N:27]([CH2:31][CH2:32][CH2:33][O:34][CH3:35])[C:26]=4[CH:36]=3)[CH2:18][N:17]([S:37]([C:40]3[CH:45]=[CH:44][C:43]([CH3:46])=[CH:42][CH:41]=3)(=[O:38])=[O:39])[C@@H:16]([CH2:47][CH2:48][OH:49])[CH2:15]2)=[CH:10][CH:9]=1)[CH3:2]. The catalyst class is: 1. (5) Reactant: Cl.[N:2]12[CH2:9][CH2:8][CH:5]([CH2:6][CH2:7]1)[C@@H:4]([OH:10])[CH2:3]2. Product: [N:2]12[CH2:9][CH2:8][CH:5]([CH2:6][CH2:7]1)[C@@H:4]([OH:10])[CH2:3]2. The catalyst class is: 74.